This data is from Peptide-MHC class II binding affinity with 134,281 pairs from IEDB. The task is: Regression. Given a peptide amino acid sequence and an MHC pseudo amino acid sequence, predict their binding affinity value. This is MHC class II binding data. (1) The peptide sequence is IWYMWLGARYLEFEAHHHHHH. The MHC is DRB5_0101 with pseudo-sequence DRB5_0101. The binding affinity (normalized) is 0.581. (2) The peptide sequence is MHHLVEFEPPHAATI. The MHC is DRB1_0901 with pseudo-sequence DRB1_0901. The binding affinity (normalized) is 0.763. (3) The peptide sequence is DEPMVQVEAGKVNHS. The MHC is DRB1_0301 with pseudo-sequence DRB1_0301. The binding affinity (normalized) is 0. (4) The peptide sequence is NKVKSLRILNTRRKL. The MHC is DRB1_0901 with pseudo-sequence DRB1_0901. The binding affinity (normalized) is 0.561. (5) The binding affinity (normalized) is 0. The MHC is H-2-IAb with pseudo-sequence H-2-IAb. The peptide sequence is TFRGRVLDMFRTAFG. (6) The binding affinity (normalized) is 0.171. The peptide sequence is KIDAAFKVAATAAAT. The MHC is HLA-DPA10301-DPB10402 with pseudo-sequence HLA-DPA10301-DPB10402.